This data is from Reaction yield outcomes from USPTO patents with 853,638 reactions. The task is: Predict the reaction yield, written as a fraction of the theoretical maximum amount of product (1.0 means a 100% yield; for example, 0.34 means a 34% yield). (1) The catalyst is CS(C)=O.C(Cl)(Cl)Cl. The yield is 0.670. The product is [C:31]([O-:39])(=[O:38])[C:32]1[CH:37]=[CH:36][CH:35]=[CH:34][CH:33]=1.[C:1]([O:4][CH2:5][CH2:6][N+:7]([CH2:29][O:28][CH2:16][CH2:17][CH2:18][CH2:19][CH2:20][CH2:21][CH2:22][CH2:23][CH2:24][CH2:25][CH2:26][CH3:27])([CH3:9])[CH3:8])(=[O:3])[CH3:2]. The reactants are [C:1]([O:4][CH2:5][CH2:6][N:7]([CH3:9])[CH3:8])(=[O:3])[CH3:2].CCCCCC.[CH2:16]([O:28][CH2:29]Cl)[CH2:17][CH2:18][CH2:19][CH2:20][CH2:21][CH2:22][CH2:23][CH2:24][CH2:25][CH2:26][CH3:27].[C:31]([O-:39])(=[O:38])[C:32]1[CH:37]=[CH:36][CH:35]=[CH:34][CH:33]=1.[K+]. (2) The reactants are [NH2:1][C:2]1[CH:7]=[CH:6][CH:5]=[C:4]([C:8]([OH:10])=[O:9])[N:3]=1.O=S(Cl)Cl.[CH2:15](O)[CH3:16]. No catalyst specified. The product is [NH2:1][C:2]1[N:3]=[C:4]([C:8]([O:10][CH2:15][CH3:16])=[O:9])[CH:5]=[CH:6][CH:7]=1. The yield is 0.760. (3) The reactants are [CH2:1]([NH:6][C:7]([C:9]1[N:10]=[N:11][C:12](Cl)=[CH:13][CH:14]=1)=[O:8])[CH2:2][CH2:3][CH2:4][CH3:5].[CH2:16]([N:23]1[CH2:28][CH2:27][CH:26]([OH:29])[CH2:25][CH2:24]1)[C:17]1[CH:22]=[CH:21][CH:20]=[CH:19][CH:18]=1.CC([O-])(C)C.[K+]. The catalyst is O1CCOCC1. The product is [CH2:1]([NH:6][C:7]([C:9]1[N:10]=[N:11][C:12]([O:29][CH:26]2[CH2:27][CH2:28][N:23]([CH2:16][C:17]3[CH:22]=[CH:21][CH:20]=[CH:19][CH:18]=3)[CH2:24][CH2:25]2)=[CH:13][CH:14]=1)=[O:8])[CH2:2][CH2:3][CH2:4][CH3:5]. The yield is 0.280.